Dataset: Forward reaction prediction with 1.9M reactions from USPTO patents (1976-2016). Task: Predict the product of the given reaction. (1) Given the reactants [Cl:1][C:2]1[CH:10]=[CH:9][C:5]([C:6](O)=[O:7])=[CH:4][C:3]=1[C:11]1[C:16]([Cl:17])=[CH:15][C:14]([Cl:18])=[CH:13][N:12]=1.C(Cl)(=O)C([Cl:22])=O, predict the reaction product. The product is: [Cl:1][C:2]1[CH:10]=[CH:9][C:5]([C:6]([Cl:22])=[O:7])=[CH:4][C:3]=1[C:11]1[C:16]([Cl:17])=[CH:15][C:14]([Cl:18])=[CH:13][N:12]=1. (2) Given the reactants O.[OH-].[Li+].[C:4]([O:8][C:9]([NH:11][C:12]1[CH:13]=[C:14]([C:18]2[N:22]([CH3:23])[C:21]3[CH:24]=[CH:25][C:26]([C:28]([O:30]C)=[O:29])=[CH:27][C:20]=3[N:19]=2)[N:15]([CH3:17])[CH:16]=1)=[O:10])([CH3:7])([CH3:6])[CH3:5], predict the reaction product. The product is: [C:4]([O:8][C:9]([NH:11][C:12]1[CH:13]=[C:14]([C:18]2[N:22]([CH3:23])[C:21]3[CH:24]=[CH:25][C:26]([C:28]([OH:30])=[O:29])=[CH:27][C:20]=3[N:19]=2)[N:15]([CH3:17])[CH:16]=1)=[O:10])([CH3:7])([CH3:5])[CH3:6]. (3) Given the reactants [F:1][C:2]1[CH:29]=[CH:28][C:5]([CH2:6][C:7]2[N:11]([CH2:12][C:13]([N:15]3[CH2:20][CH2:19][CH:18]([NH2:21])[CH2:17][CH2:16]3)=[O:14])[N:10]=[C:9]([C:22]3[CH:27]=[CH:26][N:25]=[CH:24][CH:23]=3)[CH:8]=2)=[CH:4][CH:3]=1.[CH3:30][C:31]([CH3:33])=O.[BH-](OC(C)=O)(OC(C)=O)OC(C)=O.[Na+], predict the reaction product. The product is: [F:1][C:2]1[CH:3]=[CH:4][C:5]([CH2:6][C:7]2[N:11]([CH2:12][C:13]([N:15]3[CH2:16][CH2:17][CH:18]([NH:21][CH:31]([CH3:33])[CH3:30])[CH2:19][CH2:20]3)=[O:14])[N:10]=[C:9]([C:22]3[CH:23]=[CH:24][N:25]=[CH:26][CH:27]=3)[CH:8]=2)=[CH:28][CH:29]=1. (4) Given the reactants C([O:3][C:4](=[O:20])[C@@H:5]([O:18][CH3:19])[CH2:6][C:7]1[CH:12]=[CH:11][C:10]([O:13][CH2:14][C:15]([OH:17])=O)=[CH:9][CH:8]=1)C.[CH2:21]([O:23][C:24](=[O:35])[CH2:25][CH2:26][NH:27][CH2:28][C:29]1[CH:34]=[CH:33][CH:32]=[CH:31][CH:30]=1)[CH3:22].C(O[C@@H](CC1C=CC(O[C@@H](C(=O)NCCC2C=CC(OC3C=CC=CC=3)=CC=2)C)=CC=1)C(O)=O)C, predict the reaction product. The product is: [CH2:28]([N:27]([CH2:26][CH2:25][C:24]([O:23][CH2:21][CH3:22])=[O:35])[C:15]([CH2:14][O:13][C:10]1[CH:9]=[CH:8][C:7]([CH2:6][C@H:5]([O:18][CH3:19])[C:4]([OH:3])=[O:20])=[CH:12][CH:11]=1)=[O:17])[C:29]1[CH:34]=[CH:33][CH:32]=[CH:31][CH:30]=1.